This data is from Reaction yield outcomes from USPTO patents with 853,638 reactions. The task is: Predict the reaction yield, written as a fraction of the theoretical maximum amount of product (1.0 means a 100% yield; for example, 0.34 means a 34% yield). (1) The reactants are [Cl:1][C:2]1[CH:7]=[CH:6][C:5]([C:8]2[S:9][C:10]([C:14]([NH:16][CH:17]3[CH2:22][CH2:21][CH2:20][N:19]([C:23]4[CH:24]=[CH:25][C:26]([N+:33]([O-])=O)=[C:27]([CH:32]=4)[C:28]([O:30][CH3:31])=[O:29])[CH2:18]3)=[O:15])=[C:11]([CH3:13])[N:12]=2)=[CH:4][CH:3]=1. The catalyst is C(O)(=O)C. The product is [NH2:33][C:26]1[CH:25]=[CH:24][C:23]([N:19]2[CH2:20][CH2:21][CH2:22][CH:17]([NH:16][C:14]([C:10]3[S:9][C:8]([C:5]4[CH:4]=[CH:3][C:2]([Cl:1])=[CH:7][CH:6]=4)=[N:12][C:11]=3[CH3:13])=[O:15])[CH2:18]2)=[CH:32][C:27]=1[C:28]([O:30][CH3:31])=[O:29]. The yield is 0.920. (2) The reactants are [OH:1][C@H:2]1[CH2:6][N:5]([C:7]([O:9][C:10]([CH3:13])([CH3:12])[CH3:11])=[O:8])[C@H:4]([C:14]([O:16][CH3:17])=[O:15])[CH2:3]1.[C:18](C1NC=CN=1)(C1NC=CN=1)=[O:19].[Br:30][C:31]1[C:32]2[C:36]([CH:37]=[CH:38][CH:39]=1)=[CH:35][NH:34][CH:33]=2. The catalyst is CN(C)C(=O)C. The product is [Br:30][C:31]1[CH:39]=[CH:38][CH:37]=[C:36]2[C:32]=1[CH2:33][N:34]([C:18]([O:1][C@H:2]1[CH2:6][N:5]([C:7]([O:9][C:10]([CH3:11])([CH3:12])[CH3:13])=[O:8])[C@H:4]([C:14]([O:16][CH3:17])=[O:15])[CH2:3]1)=[O:19])[CH2:35]2. The yield is 0.790. (3) The reactants are [S:1]1[CH:5]=[CH:4][C:3]([C:6]([OH:8])=[O:7])=[CH:2]1.[CH2:9]([Li])[CH2:10][CH2:11]C.CC(C)=O.Cl.C1(C)C=CC(S(O)(=O)=O)=CC=1. The catalyst is C1COCC1. The product is [CH3:9][C:10]1([CH3:11])[C:2]2[S:1][CH:5]=[CH:4][C:3]=2[C:6](=[O:8])[O:7]1. The yield is 0.610. (4) The reactants are [Si:1]([O:8][CH2:9][C:10]1([CH3:38])[S:16][CH2:15][CH2:14][N:13]2[C:17]([C:20]3([C:23]4[CH:28]=[CH:27][C:26](B5OC(C)(C)C(C)(C)O5)=[CH:25][CH:24]=4)[CH2:22][CH2:21]3)=[N:18][N:19]=[C:12]2[CH2:11]1)([C:4]([CH3:7])([CH3:6])[CH3:5])([CH3:3])[CH3:2].I[C:40]1[N:41]=[CH:42][N:43]([CH3:45])[CH:44]=1.C1(P(C2CCCCC2)C2CCCCC2)CCCCC1.P([O-])([O-])([O-])=O.[K+].[K+].[K+].C(=O)([O-])O.[Na+]. The catalyst is O1CCOCC1.O.C1C=CC(/C=C/C(/C=C/C2C=CC=CC=2)=O)=CC=1.C1C=CC(/C=C/C(/C=C/C2C=CC=CC=2)=O)=CC=1.C1C=CC(/C=C/C(/C=C/C2C=CC=CC=2)=O)=CC=1.[Pd].[Pd]. The product is [Si:1]([O:8][CH2:9][C:10]1([CH3:38])[S:16][CH2:15][CH2:14][N:13]2[C:17]([C:20]3([C:23]4[CH:24]=[CH:25][C:26]([C:40]5[N:41]=[CH:42][N:43]([CH3:45])[CH:44]=5)=[CH:27][CH:28]=4)[CH2:21][CH2:22]3)=[N:18][N:19]=[C:12]2[CH2:11]1)([C:4]([CH3:7])([CH3:6])[CH3:5])([CH3:3])[CH3:2]. The yield is 0.290. (5) The reactants are [Cl:1][C:2]1[CH:7]=[CH:6][C:5]([CH:8]2[CH2:10][CH:9]2[NH:11]C(=O)OC(C)(C)C)=[CH:4][CH:3]=1.Cl.O1CCOCC1. The catalyst is ClCCl. The product is [ClH:1].[Cl:1][C:2]1[CH:3]=[CH:4][C:5]([CH:8]2[CH2:10][CH:9]2[NH2:11])=[CH:6][CH:7]=1. The yield is 0.990. (6) The reactants are [NH:1]1[CH:5]=[C:4]([C:6]2[C:7]([NH2:12])=[N:8][CH:9]=[CH:10][CH:11]=2)[CH:3]=[N:2]1.[H-].[Na+].[CH2:15]([O:19][CH2:20][C:21]1[CH:26]=[CH:25][C:24]([CH2:27]Cl)=[CH:23][CH:22]=1)[CH2:16][CH2:17][CH3:18]. The catalyst is CN(C)C=O. The product is [CH2:15]([O:19][CH2:20][C:21]1[CH:26]=[CH:25][C:24]([CH2:27][N:1]2[CH:5]=[C:4]([C:6]3[C:7]([NH2:12])=[N:8][CH:9]=[CH:10][CH:11]=3)[CH:3]=[N:2]2)=[CH:23][CH:22]=1)[CH2:16][CH2:17][CH3:18]. The yield is 0.780. (7) The reactants are [Cl-].O[NH3+:3].[C:4](=[O:7])([O-])[OH:5].[Na+].CS(C)=O.[CH2:13]([C:17]1[N:18]=[C:19]([CH3:45])[N:20]([C:39]2[CH:44]=[CH:43][CH:42]=[CH:41][CH:40]=2)[C:21](=[O:38])[C:22]=1[CH2:23][C:24]1[CH:29]=[CH:28][C:27]([C:30]2[C:31]([C:36]#[N:37])=[CH:32][CH:33]=[CH:34][CH:35]=2)=[CH:26][CH:25]=1)[CH2:14][CH2:15][CH3:16]. The catalyst is O.C(OCC)(=O)C. The product is [CH2:13]([C:17]1[N:18]=[C:19]([CH3:45])[N:20]([C:39]2[CH:44]=[CH:43][CH:42]=[CH:41][CH:40]=2)[C:21](=[O:38])[C:22]=1[CH2:23][C:24]1[CH:29]=[CH:28][C:27]([C:30]2[CH:35]=[CH:34][CH:33]=[CH:32][C:31]=2[C:36]2[NH:3][C:4](=[O:7])[O:5][N:37]=2)=[CH:26][CH:25]=1)[CH2:14][CH2:15][CH3:16]. The yield is 0.410.